Dataset: Reaction yield outcomes from USPTO patents with 853,638 reactions. Task: Predict the reaction yield, written as a fraction of the theoretical maximum amount of product (1.0 means a 100% yield; for example, 0.34 means a 34% yield). (1) The reactants are Cl[CH2:2][C@@H:3]1[O:12][CH2:11][C@@H:6]2[CH2:7][O:8][CH2:9][CH2:10][N:5]2[CH2:4]1.[C:13]([O-:16])(=[O:15])[CH3:14].[K+]. The catalyst is CN(C=O)C. The product is [C:13]([O:16][CH2:2][CH:3]1[O:12][CH2:11][CH:6]2[CH2:7][O:8][CH2:9][CH2:10][N:5]2[CH2:4]1)(=[O:15])[CH3:14]. The yield is 0.420. (2) The reactants are F[C:2]1[CH:3]=[C:4]([CH:8]=[C:9]([C:11]([F:14])([F:13])[F:12])[CH:10]=1)[C:5]([OH:7])=[O:6].[H-].[Na+].[CH2:17]([OH:22])[CH2:18][CH2:19][CH:20]=[CH2:21].Cl. The catalyst is CN(C=O)C. The product is [CH2:17]([O:22][C:2]1[CH:3]=[C:4]([CH:8]=[C:9]([C:11]([F:14])([F:13])[F:12])[CH:10]=1)[C:5]([OH:7])=[O:6])[CH2:18][CH2:19][CH:20]=[CH2:21]. The yield is 0.550. (3) The reactants are [C:1]([C:5]1[CH:6]=[C:7]([C:11]2([NH:20]C(=O)OC(C)(C)C)[CH2:19][CH2:18][C:17]3[C:13](=[CH:14][NH:15][N:16]=3)[CH2:12]2)[CH:8]=[CH:9][CH:10]=1)([CH3:4])([CH3:3])[CH3:2].Cl. The catalyst is O1CCOCC1. The product is [C:1]([C:5]1[CH:6]=[C:7]([C:11]2([NH2:20])[CH2:19][CH2:18][C:17]3[C:13](=[CH:14][NH:15][N:16]=3)[CH2:12]2)[CH:8]=[CH:9][CH:10]=1)([CH3:4])([CH3:2])[CH3:3]. The yield is 0.960.